Dataset: Reaction yield outcomes from USPTO patents with 853,638 reactions. Task: Predict the reaction yield, written as a fraction of the theoretical maximum amount of product (1.0 means a 100% yield; for example, 0.34 means a 34% yield). The reactants are [C:1](/[C:3](=[C:7](\OCC)/[CH3:8])/[C:4](=[S:6])[NH2:5])#[N:2].[NH3:12]. The catalyst is CO. The product is [NH2:12]/[C:7](/[CH3:8])=[C:3](\[C:1]#[N:2])/[C:4](=[S:6])[NH2:5]. The yield is 0.890.